From a dataset of Reaction yield outcomes from USPTO patents with 853,638 reactions. Predict the reaction yield, written as a fraction of the theoretical maximum amount of product (1.0 means a 100% yield; for example, 0.34 means a 34% yield). (1) The reactants are [Cl:1][C:2]1[N:3]=[C:4](Cl)[C:5]2[S:10][CH:9]=[C:8]([CH3:11])[C:6]=2[N:7]=1.[CH:13]1([NH2:16])[CH2:15][CH2:14]1. The catalyst is CN(C=O)C. The product is [Cl:1][C:2]1[N:3]=[C:4]([NH:16][CH:13]2[CH2:15][CH2:14]2)[C:5]2[S:10][CH:9]=[C:8]([CH3:11])[C:6]=2[N:7]=1. The yield is 0.954. (2) The catalyst is CO.[Pd]. The reactants are [N:1]([CH2:4][C:5]1[C:6]([N:11]2[CH2:16][CH2:15][O:14][CH2:13][CH2:12]2)=[N:7][CH:8]=[CH:9][CH:10]=1)=[N+]=[N-]. The product is [N:11]1([C:6]2[C:5]([CH2:4][NH2:1])=[CH:10][CH:9]=[CH:8][N:7]=2)[CH2:12][CH2:13][O:14][CH2:15][CH2:16]1. The yield is 0.780. (3) The reactants are [Cl:1][C:2]1[CH:3]=[CH:4][C:5]([S:9][CH3:10])=[C:6]([NH2:8])[CH:7]=1.[CH3:11][C:12]1[CH:17]=[CH:16][C:15]([S:18](Cl)(=[O:20])=[O:19])=[CH:14][C:13]=1[N+:22]([O-:24])=[O:23]. No catalyst specified. The product is [Cl:1][C:2]1[CH:3]=[CH:4][C:5]([S:9][CH3:10])=[C:6]([NH:8][S:18]([C:15]2[CH:16]=[CH:17][C:12]([CH3:11])=[C:13]([N+:22]([O-:24])=[O:23])[CH:14]=2)(=[O:19])=[O:20])[CH:7]=1. The yield is 0.610. (4) The reactants are [Cl:1][C:2]1[CH:7]=[CH:6][CH:5]=[C:4]([Cl:8])[C:3]=1[NH:9][C:10]1[N:11]([CH3:29])[C:12]2[C:21]3[C:20](=[O:22])[NH:19][C:18]([CH:23]([OH:26])[CH:24]=[CH2:25])=[C:17]([CH3:27])[C:16]=3[CH:15]=[CH:14][C:13]=2[N:28]=1.C(N(CC)CC)C.[C:37](OC(=O)C)(=[O:39])[CH3:38]. The catalyst is C1COCC1. The product is [Cl:8][C:4]1[CH:5]=[CH:6][CH:7]=[C:2]([Cl:1])[C:3]=1[NH:9][C:10]1[N:11]([CH3:29])[C:12]2[C:21]3[C:20](=[O:22])[NH:19][C:18]([CH:23]([O:26][C:37](=[O:39])[CH3:38])[CH:24]=[CH2:25])=[C:17]([CH3:27])[C:16]=3[CH:15]=[CH:14][C:13]=2[N:28]=1. The yield is 0.870. (5) The reactants are [C:1]([C:3]1[CH:8]=[CH:7][C:6]([S:9](Cl)(=[O:11])=[O:10])=[CH:5][CH:4]=1)#[N:2].[N:13]1([C:19]2[CH:20]=[CH:21][C:22]3[N:23]([C:25]([C:28]([F:31])([F:30])[F:29])=[N:26][N:27]=3)[N:24]=2)[CH2:18][CH2:17][NH:16][CH2:15][CH2:14]1. No catalyst specified. The product is [F:31][C:28]([F:29])([F:30])[C:25]1[N:23]2[C:22]([CH:21]=[CH:20][C:19]([N:13]3[CH2:18][CH2:17][N:16]([S:9]([C:6]4[CH:7]=[CH:8][C:3]([C:1]#[N:2])=[CH:4][CH:5]=4)(=[O:11])=[O:10])[CH2:15][CH2:14]3)=[N:24]2)=[N:27][N:26]=1. The yield is 0.320. (6) The reactants are [C:1]([N:4]1[CH2:9][CH2:8][N:7]([CH2:10][CH2:11][CH2:12][O:13][C:14]2[CH:15]=[C:16]3[C:21](=[CH:22][C:23]=2[O:24][CH3:25])[N:20]=[CH:19][N:18]=[C:17]3Cl)[CH2:6][CH2:5]1)(=[O:3])[CH3:2].[OH:27][C:28]1[CH:29]=[C:30]2[C:34](=[CH:35][CH:36]=1)[NH:33][N:32]=[CH:31]2.C(=O)([O-])[O-].[Cs+].[Cs+]. The catalyst is CC(C)=O. The product is [C:1]([N:4]1[CH2:9][CH2:8][N:7]([CH2:10][CH2:11][CH2:12][O:13][C:14]2[CH:15]=[C:16]3[C:21](=[CH:22][C:23]=2[O:24][CH3:25])[N:20]=[CH:19][N:18]=[C:17]3[O:27][C:28]2[CH:29]=[C:30]3[C:34](=[CH:35][CH:36]=2)[NH:33][N:32]=[CH:31]3)[CH2:6][CH2:5]1)(=[O:3])[CH3:2]. The yield is 0.680. (7) The catalyst is O. The yield is 0.420. The product is [O:20]=[C:14]([O:7][C:1]1[CH:6]=[CH:5][CH:4]=[CH:3][CH:2]=1)[CH2:15][CH2:16][C:17]([OH:19])=[O:18]. The reactants are [C:1]1([OH:7])[CH:6]=[CH:5][CH:4]=[CH:3][CH:2]=1.C(=O)([O-])[O-].[Na+].[Na+].[C:14]1(=[O:20])[O:19][C:17](=[O:18])[CH2:16][CH2:15]1.Cl. (8) The reactants are [CH2:1]([N:3]([CH2:37][CH3:38])[CH2:4][CH2:5][CH2:6][NH:7][C:8]1[N:9]=[C:10]([C:27]2[CH:28]=[C:29]([CH:33]=[CH:34][C:35]=2[CH3:36])[C:30]([OH:32])=O)[C:11]2[CH:17]=[CH:16][C:15](=[O:18])[N:14]([C:19]3[C:24]([F:25])=[CH:23][CH:22]=[CH:21][C:20]=3[F:26])[C:12]=2[N:13]=1)[CH3:2].CN(C(O[N:47]1N=N[C:49]2[CH:50]=CC=C[C:48]1=2)=[N+](C)C)C.F[P-](F)(F)(F)(F)F.C(N)CC. The catalyst is C1COCC1. The product is [CH2:1]([N:3]([CH2:37][CH3:38])[CH2:4][CH2:5][CH2:6][NH:7][C:8]1[N:9]=[C:10]([C:27]2[CH:28]=[C:29]([CH:33]=[CH:34][C:35]=2[CH3:36])[C:30]([NH:47][CH2:48][CH2:49][CH3:50])=[O:32])[C:11]2[CH:17]=[CH:16][C:15](=[O:18])[N:14]([C:19]3[C:24]([F:25])=[CH:23][CH:22]=[CH:21][C:20]=3[F:26])[C:12]=2[N:13]=1)[CH3:2]. The yield is 0.370.